Dataset: hERG potassium channel inhibition data for cardiac toxicity prediction from Karim et al.. Task: Regression/Classification. Given a drug SMILES string, predict its toxicity properties. Task type varies by dataset: regression for continuous values (e.g., LD50, hERG inhibition percentage) or binary classification for toxic/non-toxic outcomes (e.g., AMES mutagenicity, cardiotoxicity, hepatotoxicity). Dataset: herg_karim. (1) The compound is OCC1(N2CCN([C@H]3CCc4ccc(OCc5noc(-c6ccccc6F)n5)cc43)CC2)CCCC1. The result is 1 (blocker). (2) The drug is Cc1c(O)ccc2c1C(=O)N(Cc1ccccc1-c1ccc(F)cc1)C2C(=O)NC(C)(C)C. The result is 0 (non-blocker). (3) The compound is COc1ccc([C@@H](C)N[C@@H]2CC[C@@H](C(=O)N3CCC(c4ccccc4)(c4nnco4)CC3)C(C)(C)C2)cc1. The result is 0 (non-blocker).